The task is: Predict the product of the given reaction.. This data is from Forward reaction prediction with 1.9M reactions from USPTO patents (1976-2016). (1) Given the reactants [OH-].[K+].[F:3][C:4]1[CH:9]=[CH:8][C:7]([SH:10])=[CH:6][CH:5]=1.I[C:12]1[CH:17]=[CH:16][CH:15]=[CH:14][C:13]=1[CH2:18][C:19]([OH:21])=[O:20], predict the reaction product. The product is: [F:3][C:4]1[CH:9]=[CH:8][C:7]([S:10][C:12]2[CH:17]=[CH:16][CH:15]=[CH:14][C:13]=2[CH2:18][C:19]([OH:21])=[O:20])=[CH:6][CH:5]=1. (2) Given the reactants NC1C=C(Cl)C=CC=1O.[Cl:10][C:11]1[CH:12]=[CH:13][C:14]2[O:18][C:17]([N:19]3[CH2:24][CH2:23][CH2:22][CH2:21][CH2:20]3)=[N:16][C:15]=2[CH:25]=1.N1CCC(C(O)=O)CC1.O.[OH-].[K+], predict the reaction product. The product is: [Cl:10][C:11]1[CH:12]=[CH:13][C:14]2[O:18][C:17]([N:19]3[CH2:20][CH2:21][CH2:22][CH2:23][CH2:24]3)=[N:16][C:15]=2[CH:25]=1.